Dataset: Catalyst prediction with 721,799 reactions and 888 catalyst types from USPTO. Task: Predict which catalyst facilitates the given reaction. (1) Reactant: [F:1][C@H:2]1[C@@H:7]([N:8]2[CH2:11][C:10]([CH2:34][C:35]#[N:36])([N:12]3[CH:16]=[C:15]([C:17]4[C:18]5[CH:25]=[CH:24][N:23](COCC[Si](C)(C)C)[C:19]=5[N:20]=[CH:21][N:22]=4)[CH:14]=[N:13]3)[CH2:9]2)[CH2:6][CH2:5][NH:4][CH2:3]1.[F:37][C:38]([F:49])([F:48])[C:39]1[N:44]=[C:43]([C:45](O)=[O:46])[CH:42]=[CH:41][N:40]=1.F[P-](F)(F)(F)(F)F.N1(O[P+](N(C)C)(N(C)C)N(C)C)C2C=CC=CC=2N=N1.C(N(CC)CC)C. Product: [F:1][C@H:2]1[C@@H:7]([N:8]2[CH2:11][C:10]([CH2:34][C:35]#[N:36])([N:12]3[CH:16]=[C:15]([C:17]4[C:18]5[CH:25]=[CH:24][NH:23][C:19]=5[N:20]=[CH:21][N:22]=4)[CH:14]=[N:13]3)[CH2:9]2)[CH2:6][CH2:5][N:4]([C:45]([C:43]2[CH:42]=[CH:41][N:40]=[C:39]([C:38]([F:49])([F:37])[F:48])[N:44]=2)=[O:46])[CH2:3]1. The catalyst class is: 3. (2) Reactant: [CH3:1][O:2][C:3]1[C:4]2[N:5]([N:9]=[C:10]([C:12]3([CH2:15][NH2:16])[CH2:14][CH2:13]3)[N:11]=2)[CH:6]=[CH:7][CH:8]=1.CCN(CC)CC.[N:24]1([C:29](Cl)=[O:30])[CH2:28][CH2:27][CH2:26][CH2:25]1.C([O-])(O)=O.[Na+]. Product: [CH3:1][O:2][C:3]1[C:4]2[N:5]([N:9]=[C:10]([C:12]3([CH2:15][NH:16][C:29]([N:24]4[CH2:28][CH2:27][CH2:26][CH2:25]4)=[O:30])[CH2:14][CH2:13]3)[N:11]=2)[CH:6]=[CH:7][CH:8]=1. The catalyst class is: 20. (3) Reactant: [CH2:1]([N:3]1[C:7]2=[N:8][C:9]([C:24]3[CH:29]=[CH:28][CH:27]=[CH:26][CH:25]=3)=[C:10]([C:19]([O:21]CC)=[O:20])[C:11]([C:12]3[CH:13]=[N:14][CH:15]=[C:16]([CH3:18])[CH:17]=3)=[C:6]2[CH:5]=[N:4]1)[CH3:2].[OH-].[K+]. Product: [CH2:1]([N:3]1[C:7]2=[N:8][C:9]([C:24]3[CH:29]=[CH:28][CH:27]=[CH:26][CH:25]=3)=[C:10]([C:19]([OH:21])=[O:20])[C:11]([C:12]3[CH:13]=[N:14][CH:15]=[C:16]([CH3:18])[CH:17]=3)=[C:6]2[CH:5]=[N:4]1)[CH3:2]. The catalyst class is: 88. (4) Reactant: O[C:2]1[C:3]([C:11]2([CH2:25][OH:26])[C:19]3[C:14](=[C:15]([C:20]([F:23])([F:22])[F:21])[CH:16]=[CH:17][CH:18]=3)[NH:13][C:12]2=[O:24])=[CH:4][C:5]2[O:9][CH2:8][O:7][C:6]=2[CH:10]=1.C(P(CCCC)CCCC)CCC.N(C(OC(C)(C)C)=O)=NC(OC(C)(C)C)=O.Cl. Product: [F:23][C:20]([F:22])([F:21])[C:15]1[CH:16]=[CH:17][CH:18]=[C:19]2[C:14]=1[NH:13][C:12](=[O:24])[C:11]12[C:3]2=[CH:4][C:5]3[O:9][CH2:8][O:7][C:6]=3[CH:10]=[C:2]2[O:26][CH2:25]1. The catalyst class is: 13. (5) Reactant: [Cl:1][C:2]1[CH:7]=[C:6]([C:8](OCC)=[O:9])[CH:5]=[C:4]([Cl:13])[C:3]=1[NH:14][C:15](=[O:30])[C:16]1[CH:21]=[CH:20][C:19]([O:22][CH3:23])=[C:18]([O:24][CH:25]2[CH2:29][CH2:28][CH2:27][CH2:26]2)[CH:17]=1.[BH4-].[Li+]. Product: [Cl:1][C:2]1[CH:7]=[C:6]([CH2:8][OH:9])[CH:5]=[C:4]([Cl:13])[C:3]=1[NH:14][C:15](=[O:30])[C:16]1[CH:21]=[CH:20][C:19]([O:22][CH3:23])=[C:18]([O:24][CH:25]2[CH2:26][CH2:27][CH2:28][CH2:29]2)[CH:17]=1. The catalyst class is: 334. (6) Reactant: [CH:1]([S:3]([CH3:6])(=[O:5])=[O:4])=[CH2:2].[NH2:7][CH:8]1[CH2:13][CH2:12][N:11]([CH2:14][C:15]2[CH:16]=[CH:17][N:18]3[C:23]=2[C:22]([NH:24][C:25]2[CH:26]=[C:27]4[C:31](=[CH:32][CH:33]=2)[N:30]([CH2:34][C:35]2[CH:40]=[CH:39][CH:38]=[C:37]([F:41])[CH:36]=2)[N:29]=[CH:28]4)=[N:21][CH:20]=[N:19]3)[CH2:10][CH2:9]1. Product: [F:41][C:37]1[CH:36]=[C:35]([CH:40]=[CH:39][CH:38]=1)[CH2:34][N:30]1[C:31]2[C:27](=[CH:26][C:25]([NH:24][C:22]3[C:23]4=[C:15]([CH2:14][N:11]5[CH2:10][CH2:9][CH:8]([NH:7][CH2:2][CH2:1][S:3]([CH3:6])(=[O:5])=[O:4])[CH2:13][CH2:12]5)[CH:16]=[CH:17][N:18]4[N:19]=[CH:20][N:21]=3)=[CH:33][CH:32]=2)[CH:28]=[N:29]1. The catalyst class is: 5. (7) Product: [OH:24][CH2:23][C:13]1[CH:14]=[C:15]2[C:10](=[CH:11][CH:12]=1)[NH:9][C:8](=[O:25])[C:7]([C:5]1[O:4][N:3]=[C:2]([CH3:1])[CH:6]=1)=[C:16]2[C:17]1[CH:18]=[CH:19][CH:20]=[CH:21][CH:22]=1. The catalyst class is: 61. Reactant: [CH3:1][C:2]1[CH:6]=[C:5]([C:7]2[C:8](=[O:25])[NH:9][C:10]3[C:15]([C:16]=2[C:17]2[CH:22]=[CH:21][CH:20]=[CH:19][CH:18]=2)=[CH:14][C:13]([CH:23]=[O:24])=[CH:12][CH:11]=3)[O:4][N:3]=1.[BH4-].[Na+].